Dataset: Forward reaction prediction with 1.9M reactions from USPTO patents (1976-2016). Task: Predict the product of the given reaction. Given the reactants C(OC([N:8]1[CH2:13][CH2:12][CH:11]([NH:14][CH2:15][C:16]2[CH:21]=[CH:20][CH:19]=[C:18]([C:22]3[CH:23]=[C:24]([NH:31][C:32]4[CH:37]=[CH:36][CH:35]=[C:34]([N:38]5[CH2:42][CH2:41][CH2:40][CH:39]5[CH3:43])[N:33]=4)[C:25]4[N:26]([CH:28]=[CH:29][N:30]=4)[N:27]=3)[CH:17]=2)[CH2:10][CH2:9]1)=O)(C)(C)C.[ClH:44], predict the reaction product. The product is: [ClH:44].[CH3:43][CH:39]1[CH2:40][CH2:41][CH2:42][N:38]1[C:34]1[N:33]=[C:32]([NH:31][C:24]2[C:25]3[N:26]([CH:28]=[CH:29][N:30]=3)[N:27]=[C:22]([C:18]3[CH:19]=[CH:20][CH:21]=[C:16]([CH2:15][NH:14][CH:11]4[CH2:12][CH2:13][NH:8][CH2:9][CH2:10]4)[CH:17]=3)[CH:23]=2)[CH:37]=[CH:36][CH:35]=1.